Dataset: Forward reaction prediction with 1.9M reactions from USPTO patents (1976-2016). Task: Predict the product of the given reaction. (1) Given the reactants [C:1](Cl)(=[O:5])[C:2](Cl)=[O:3].[Cl:7][C:8]1[CH:13]=[CH:12][C:11]([NH:14][C:15]([NH:17][CH2:18][CH3:19])=[S:16])=[C:10]([CH3:20])[CH:9]=1, predict the reaction product. The product is: [Cl:7][C:8]1[CH:13]=[CH:12][C:11]([N:14]2[C:2](=[O:3])[C:1](=[O:5])[N:17]([CH2:18][CH3:19])[C:15]2=[S:16])=[C:10]([CH3:20])[CH:9]=1. (2) Given the reactants [CH3:1][C:2]1[N:6]([C:7]2[N:8]=[C:9]([N:18]3[CH2:23][CH2:22][O:21][CH2:20][CH2:19]3)[C:10]3[S:15][C:14]([CH:16]=O)=[CH:13][C:11]=3[N:12]=2)[C:5]2[CH:24]=[CH:25][CH:26]=[CH:27][C:4]=2[N:3]=1.[F:28][C:29]1[CH:30]=[C:31]2[C:36](=[CH:37][CH:38]=1)[CH2:35][NH:34][CH2:33][CH2:32]2, predict the reaction product. The product is: [F:28][C:29]1[CH:30]=[C:31]2[C:36](=[CH:37][CH:38]=1)[CH2:35][N:34]([CH2:16][C:14]1[S:15][C:10]3[C:9]([N:18]4[CH2:23][CH2:22][O:21][CH2:20][CH2:19]4)=[N:8][C:7]([N:6]4[C:5]5[CH:24]=[CH:25][CH:26]=[CH:27][C:4]=5[N:3]=[C:2]4[CH3:1])=[N:12][C:11]=3[CH:13]=1)[CH2:33][CH2:32]2.